This data is from Experimentally validated miRNA-target interactions with 360,000+ pairs, plus equal number of negative samples. The task is: Binary Classification. Given a miRNA mature sequence and a target amino acid sequence, predict their likelihood of interaction. (1) The miRNA is hsa-miR-6787-3p with sequence UCUCAGCUGCUGCCCUCUCCAG. The protein sequence of the target gene is MSEKEGMSEVLEDTISQFRKESRSQSMKEPGFIKETSNLINEASDYLEGKSSNQIYETHPRQNTLESTSSSGRKSKRNEEQKKNLQFSETSTRTGTSQSLSSLTGRTAEYQALVNFLSHETVGEVSPQVSEENQKQLGLGADNFTVNLEAKGLQEFPKDILKIKYVKYLYLDKNQIKTFQGADSGDLLGLEILSLQENGLSSLPSEIQLLHNLRILNVSHNHISHIPKEISQLGNIRQLFFYNNYIENFPSDLECLGNLEILSLGKNKLRHIPDTLPSLKTLRVLNLEYNQLTTFPKALC.... Result: 1 (interaction). (2) The miRNA is mmu-miR-665-3p with sequence ACCAGGAGGCUGAGGUCCCU. The protein sequence of the target gene is MYLGFWLSRLCRGLSRPIGKTMRPIWGSLSRNLALSSQRIPEFSSFVARTNTCGELRSSHLGQEVTLCGWIQYRRQNTFLVLRDCHGLVQILIPQDESAASVRRILCEAPVESVVRVSGTVISRPPGQENPKMPTGEIEIKVKTAELLNACKKLPFEIKDFVKKTEALRLQYRYLDLRSFQMQYNLRLRSQMVMKMREYLCNLHGFVDIETPTLFKRTPGGAKEFLVPSREPGKFYSLPQSPQQFKQLLMVGGLDRYFQVARCYRDEGSRPDRQPEFTQIDIEMSFVEQTGIQRLVEGLL.... Result: 1 (interaction). (3) The miRNA is mmu-miR-34b-5p with sequence AGGCAGUGUAAUUAGCUGAUUGU. The protein sequence of the target gene is MKPVHERSQECLPPKKRDLPVTSEDMGRTTSCSTNHTPSSDASEWSRGVVVAGQSQTGARVSLGGDGTEAITGLTVDQYGMLYKVAVPPATFSPTGLPSVVNMSPLPPTFNVASSLIQHPGIHYPPVHYAQLPSTSLQFIGSPYSLPYAVPPNFLPSPLLSPSANLATTHLPHFVPYASLLAEEATPPPQAASPAQSFNKSSSATSPPGQLPHHSNTQPLDLAPGRMPIYYQMSRLPAGYTLHETSTAGASPILTPQEGQSALEAAAANGQRQRERNVRRESEALDSASSKGESQGLVPV.... Result: 1 (interaction).